Dataset: Catalyst prediction with 721,799 reactions and 888 catalyst types from USPTO. Task: Predict which catalyst facilitates the given reaction. (1) Reactant: [Cl:1][C:2]1[N:7]=[C:6]([C:8]2([CH:12]3[C:21]4[C:16](=[CH:17][CH:18]=[C:19]([O:22][CH2:23][CH2:24][NH:25][S:26]([CH2:29][CH2:30][CH3:31])(=[O:28])=[O:27])[CH:20]=4)[CH2:15][CH2:14][NH:13]3)[CH2:11][CH2:10][CH2:9]2)[CH:5]=[CH:4][CH:3]=1. Product: [ClH:1].[ClH:1].[N:7]1[CH:2]=[CH:3][CH:4]=[CH:5][C:6]=1[C:8]1([CH:12]2[C:21]3[C:16](=[CH:17][CH:18]=[C:19]([O:22][CH2:23][CH2:24][NH:25][S:26]([CH2:29][CH2:30][CH3:31])(=[O:28])=[O:27])[CH:20]=3)[CH2:15][CH2:14][NH:13]2)[CH2:11][CH2:10][CH2:9]1. The catalyst class is: 19. (2) Reactant: [Br:1][C:2]1[CH:3]=[N:4][CH:5]=[CH:6][C:7]=1[CH2:8][NH2:9].C([O-])([O-])=O.[Na+].[Na+].[C:16](Cl)(=[O:18])[CH3:17]. Product: [Br:1][C:2]1[CH:3]=[N:4][CH:5]=[CH:6][C:7]=1[CH2:8][NH:9][C:16](=[O:18])[CH3:17]. The catalyst class is: 2. (3) Reactant: [CH3:1][O:2][C:3](=[O:15])[C:4]1[CH:9]=[CH:8][CH:7]=[C:6]([C:10](=O)[CH:11](Br)[CH3:12])[CH:5]=1.[CH:16]([NH2:18])=[S:17]. Product: [CH3:1][O:2][C:3](=[O:15])[C:4]1[CH:9]=[CH:8][CH:7]=[C:6]([C:10]2[N:18]=[CH:16][S:17][C:11]=2[CH3:12])[CH:5]=1. The catalyst class is: 14. (4) Reactant: Br[C:2]1[CH:9]=[CH:8][C:5]([CH:6]=[O:7])=[CH:4][CH:3]=1.[F-].[K+].[CH:12]1(B(O)O)[CH2:14][CH2:13]1. Product: [CH:12]1([C:2]2[CH:9]=[CH:8][C:5]([CH:6]=[O:7])=[CH:4][CH:3]=2)[CH2:14][CH2:13]1. The catalyst class is: 747. (5) Reactant: [F:1][C:2]1[CH:3]=[C:4]([CH:46]=[C:47]([F:49])[CH:48]=1)[CH2:5][C:6]1[CH:7]=[C:8]2[C:12](=[CH:13][CH:14]=1)[N:11](C(C1C=CC=CC=1)(C1C=CC=CC=1)C1C=CC=CC=1)[N:10]=[C:9]2[NH:34][C:35](=[O:45])[C:36]1[CH:41]=[C:40]([CH:42]=[O:43])[CH:39]=[CH:38][C:37]=1[F:44].Cl. The catalyst class is: 12. Product: [F:1][C:2]1[CH:3]=[C:4]([CH:46]=[C:47]([F:49])[CH:48]=1)[CH2:5][C:6]1[CH:7]=[C:8]2[C:12](=[CH:13][CH:14]=1)[NH:11][N:10]=[C:9]2[NH:34][C:35](=[O:45])[C:36]1[CH:41]=[C:40]([CH:42]=[O:43])[CH:39]=[CH:38][C:37]=1[F:44]. (6) Reactant: [N+:1]([C:4]1[CH:8]=[N:7][NH:6][C:5]=1[NH2:9])([O-:3])=[O:2].CN(C)[CH:12]=[CH:13][C:14]([C:16]1[CH:17]=[C:18]([N:22]([CH2:29][CH2:30][CH3:31])[S:23]([CH:26]([CH3:28])[CH3:27])(=[O:25])=[O:24])[CH:19]=[CH:20][CH:21]=1)=O.C(OCC)(=O)C. Product: [N+:1]([C:4]1[CH:8]=[N:7][N:6]2[C:14]([C:16]3[CH:17]=[C:18]([N:22]([CH2:29][CH2:30][CH3:31])[S:23]([CH:26]([CH3:27])[CH3:28])(=[O:25])=[O:24])[CH:19]=[CH:20][CH:21]=3)=[CH:13][CH:12]=[N:9][C:5]=12)([O-:3])=[O:2]. The catalyst class is: 15.